Dataset: Forward reaction prediction with 1.9M reactions from USPTO patents (1976-2016). Task: Predict the product of the given reaction. Given the reactants [CH3:14][C:11]1([CH3:15])[CH2:12][O:13][B:8]([B:8]2[O:13][CH2:12][C:11]([CH3:15])([CH3:14])[CH2:10][O:9]2)[O:9][CH2:10]1.C([O-])(=O)C.[K+].Br[C:23]1[CH:28]=[CH:27][C:26]([C:29]2([OH:33])[CH2:32][CH2:31][CH2:30]2)=[CH:25][CH:24]=1, predict the reaction product. The product is: [CH3:15][C:11]1([CH3:14])[CH2:10][O:9][B:8]([C:23]2[CH:28]=[CH:27][C:26]([C:29]3([OH:33])[CH2:32][CH2:31][CH2:30]3)=[CH:25][CH:24]=2)[O:13][CH2:12]1.